The task is: Predict the reaction yield, written as a fraction of the theoretical maximum amount of product (1.0 means a 100% yield; for example, 0.34 means a 34% yield).. This data is from Reaction yield outcomes from USPTO patents with 853,638 reactions. (1) The reactants are [CH3:1][O:2][C:3](=[O:19])[C:4]1[CH:9]=[C:8]([N:10]2[CH:15]=[CH:14][C:13]([CH3:16])=[CH:12][C:11]2=[O:17])[CH:7]=[C:6]([NH2:18])[CH:5]=1.[N-:20]=[N+:21]=[N-:22].[Na+].[CH:24](OCC)(OCC)OCC. The catalyst is CC(O)=O. The product is [CH3:1][O:2][C:3](=[O:19])[C:4]1[CH:5]=[C:6]([N:18]2[CH:24]=[N:22][N:21]=[N:20]2)[CH:7]=[C:8]([N:10]2[CH:15]=[CH:14][C:13]([CH3:16])=[CH:12][C:11]2=[O:17])[CH:9]=1. The yield is 1.00. (2) The reactants are [CH2:1]([O:3][C:4](=[O:11])[CH2:5][C:6]([CH:8]1[CH2:10][CH2:9]1)=[O:7])[CH3:2].[N:12]1[CH:17]=[C:16]([C:18](Cl)=[O:19])[CH:15]=[N:14][CH:13]=1. No catalyst specified. The product is [CH2:1]([O:3][C:4](=[O:11])[CH:5]([C:6]([CH:8]1[CH2:10][CH2:9]1)=[O:7])[C:18](=[O:19])[C:16]1[CH:17]=[N:12][CH:13]=[N:14][CH:15]=1)[CH3:2]. The yield is 0.400. (3) The reactants are [CH3:1][N:2]1[C:6]([CH:7]=O)=[N:5][C:4]([N:9]2[CH2:13][CH2:12][CH2:11][CH2:10]2)=[N:3]1.[C:14](=O)([O-])[O-].[K+].[K+].[N+](=C(P(=O)(OC)OC)C(=O)C)=[N-]. The catalyst is CO. The product is [C:7]([C:6]1[N:2]([CH3:1])[N:3]=[C:4]([N:9]2[CH2:13][CH2:12][CH2:11][CH2:10]2)[N:5]=1)#[CH:14]. The yield is 0.511. (4) The reactants are [BH4-].[Na+].[Br:3][C:4]1[CH:22]=[N:21][C:7]2[N:8]=[C:9]([N:15]3[CH2:18][CH:17]([NH:19][CH3:20])[CH2:16]3)[C:10]3[N:11]([CH:12]=[N:13][N:14]=3)[C:6]=2[CH:5]=1.[CH2:23]=O.CO. The yield is 0.0900. The catalyst is O.CCOC(C)=O. The product is [Br:3][C:4]1[CH:22]=[N:21][C:7]2[N:8]=[C:9]([N:15]3[CH2:18][CH:17]([N:19]([CH3:23])[CH3:20])[CH2:16]3)[C:10]3[N:11]([CH:12]=[N:13][N:14]=3)[C:6]=2[CH:5]=1. (5) The product is [F:8][C:4]1[CH:5]=[CH:6][CH:7]=[C:2]([C:24]([C@@H:26]2[O:31][CH2:30][CH2:29][N:28]([C:32]([O:34][C:35]([CH3:38])([CH3:37])[CH3:36])=[O:33])[CH2:27]2)=[O:25])[C:3]=1[C:9]1[CH:14]=[CH:13][CH:12]=[C:11]([CH3:15])[CH:10]=1. The yield is 0.480. The catalyst is C1COCC1.CCCCCC. The reactants are Br[C:2]1[CH:7]=[CH:6][CH:5]=[C:4]([F:8])[C:3]=1[C:9]1[CH:14]=[CH:13][CH:12]=[C:11]([CH3:15])[CH:10]=1.[Li]CCCC.CON(C)[C:24]([C@@H:26]1[O:31][CH2:30][CH2:29][N:28]([C:32]([O:34][C:35]([CH3:38])([CH3:37])[CH3:36])=[O:33])[CH2:27]1)=[O:25]. (6) The reactants are [C:1]([C:3]1[CH:4]=[CH:5][C:6]([O:26][CH3:27])=[C:7]([C:9]2[C:13]([NH:14][C:15]([C:17]3[CH:18]=[N:19][N:20]4[CH:25]=[CH:24][CH:23]=[N:22][C:21]=34)=[O:16])=[CH:12][NH:11][N:10]=2)[CH:8]=1)#[N:2].Cl[CH2:29][C:30]1[N:34]([CH3:35])[N:33]=[CH:32][CH:31]=1.C(=O)([O-])[O-].[Cs+].[Cs+]. The catalyst is CN(C=O)C.C(OCC)(=O)C. The product is [C:1]([C:3]1[CH:4]=[CH:5][C:6]([O:26][CH3:27])=[C:7]([C:9]2[C:13]([NH:14][C:15]([C:17]3[CH:18]=[N:19][N:20]4[CH:25]=[CH:24][CH:23]=[N:22][C:21]=34)=[O:16])=[CH:12][N:11]([CH2:29][C:30]3[N:34]([CH3:35])[N:33]=[CH:32][CH:31]=3)[N:10]=2)[CH:8]=1)#[N:2]. The yield is 0.320.